This data is from Forward reaction prediction with 1.9M reactions from USPTO patents (1976-2016). The task is: Predict the product of the given reaction. (1) Given the reactants [C:1]1([CH3:13])[CH:6]=[CH:5][C:4]([C:7](=[O:12])[CH2:8][C:9](=O)[CH3:10])=[CH:3][CH:2]=1.C([O-])(=O)C.[NH4+:18], predict the reaction product. The product is: [NH2:18][C:9]([CH3:10])=[CH:8][C:7]([C:4]1[CH:5]=[CH:6][C:1]([CH3:13])=[CH:2][CH:3]=1)=[O:12]. (2) Given the reactants [Br:1][C:2]1[CH:11]=[C:10]2[C:5]([CH:6]=[C:7]([N:14]([CH3:16])[CH3:15])[C:8]([CH:12]=O)=[CH:9]2)=[CH:4][CH:3]=1.[CH2:17]1COCC1, predict the reaction product. The product is: [Br:1][C:2]1[CH:11]=[C:10]2[C:5](=[CH:4][CH:3]=1)[CH:6]=[C:7]([N:14]([CH3:16])[CH3:15])[C:8]([CH:12]=[CH2:17])=[CH:9]2. (3) Given the reactants C([O-])=O.[NH4+].[F:5][C:6]1[CH:31]=[C:30]([NH:32][CH2:33]CC2C=CC=CC=2)[CH:29]=[CH:28][C:7]=1[C:8]([NH:10][C@H:11]([C:21]([O:23][C:24]([CH3:27])([CH3:26])[CH3:25])=[O:22])[CH2:12][CH2:13][C:14]([O:16][C:17]([CH3:20])([CH3:19])[CH3:18])=[O:15])=[O:9], predict the reaction product. The product is: [F:5][C:6]1[CH:31]=[C:30]([NH:32][CH3:33])[CH:29]=[CH:28][C:7]=1[C:8]([NH:10][C@H:11]([C:21]([O:23][C:24]([CH3:26])([CH3:27])[CH3:25])=[O:22])[CH2:12][CH2:13][C:14]([O:16][C:17]([CH3:18])([CH3:19])[CH3:20])=[O:15])=[O:9]. (4) Given the reactants [C:1]([N:5]1[CH:9]=[C:8]([NH:10][C:11]([NH:13][C:14]2[CH:19]=[C:18]([C:20]3[C:31](=[O:32])[N:30]([CH3:33])[C:23]4[N:24]=[C:25]([NH:28][CH3:29])[N:26]=[CH:27][C:22]=4[CH:21]=3)[C:17]([CH3:34])=[CH:16][C:15]=2[F:35])=[O:12])[CH:7]=[N:6]1)([CH3:4])([CH3:3])[CH3:2].CC1(C)[O:41][CH:40](CN)[CH2:39][O:38]1, predict the reaction product. The product is: [C:1]([N:5]1[CH:9]=[C:8]([NH:10][C:11]([NH:13][C:14]2[CH:19]=[C:18]([C:20]3[C:31](=[O:32])[N:30]([CH3:33])[C:23]4[N:24]=[C:25]([NH:28][CH2:29][CH:40]([OH:41])[CH2:39][OH:38])[N:26]=[CH:27][C:22]=4[CH:21]=3)[C:17]([CH3:34])=[CH:16][C:15]=2[F:35])=[O:12])[CH:7]=[N:6]1)([CH3:3])([CH3:2])[CH3:4]. (5) Given the reactants [H+].Cl[Au-:3](Cl)(Cl)Cl.[C:7]([O-:19])(=[O:18])[CH2:8][C:9]([CH2:14][C:15]([O-:17])=[O:16])([C:11]([O-:13])=[O:12])[OH:10].[Na+].[Na+].[Na+].[Au], predict the reaction product. The product is: [Au:3].[C:7]([O-:19])(=[O:18])[CH2:8][C:9]([CH2:14][C:15]([O-:17])=[O:16])([C:11]([O-:13])=[O:12])[OH:10].